Dataset: Full USPTO retrosynthesis dataset with 1.9M reactions from patents (1976-2016). Task: Predict the reactants needed to synthesize the given product. (1) Given the product [F:8][C:9]1[C:14]([N:15]2[C:19]([CH3:20])=[C:18]([C:21]3[CH:22]=[C:23]4[C:27](=[CH:28][CH:29]=3)[C:26](=[O:30])[C:25]([OH:31])([CH3:35])[CH2:24]4)[N:17]=[N:16]2)=[CH:13][CH:12]=[CH:11][N:10]=1, predict the reactants needed to synthesize it. The reactants are: [H-].[Na+].O1CCCC1.[F:8][C:9]1[C:14]([N:15]2[C:19]([CH3:20])=[C:18]([C:21]3[CH:22]=[C:23]4[C:27](=[CH:28][CH:29]=3)[C:26](=[O:30])[C:25]([CH3:35])([O:31]C(C)=O)[CH2:24]4)[N:17]=[N:16]2)=[CH:13][CH:12]=[CH:11][N:10]=1. (2) Given the product [CH3:39][O:38][C:26]1[C:27]([C:29]2[CH:34]=[CH:33][CH:32]=[C:31]([N+:35]([O-:37])=[O:36])[CH:30]=2)=[CH:28][C:15]2[C:14]3[C:19](=[C:20]4[C:6](=[O:5])[NH:8][CH2:9][CH2:10][CH2:11][N:12]4[N:13]=3)[CH2:18][CH2:17][C:16]=2[CH:25]=1, predict the reactants needed to synthesize it. The reactants are: C([O:5][C:6]([NH:8][CH2:9][CH2:10][CH2:11][N:12]1[C:20](C(OC)=O)=[C:19]2[C:14]([C:15]3[CH:28]=[C:27]([C:29]4[CH:34]=[CH:33][CH:32]=[C:31]([N+:35]([O-:37])=[O:36])[CH:30]=4)[C:26]([O:38][CH3:39])=[CH:25][C:16]=3[CH2:17][CH2:18]2)=[N:13]1)=O)(C)(C)C.Cl. (3) Given the product [Na+:2].[Na+:2].[OH:3][C:4]1[CH:9]=[CH:8][CH:7]=[CH:6][C:5]=1[C:10]1[N:11]=[C:12]([CH2:15][CH2:16][CH2:17][CH2:18][C:19]([O-:21])=[O:20])[O:13][CH:14]=1.[OH:3][C:4]1[CH:9]=[CH:8][CH:7]=[CH:6][C:5]=1[C:10]1[N:11]=[C:12]([CH2:15][CH2:16][CH2:17][CH2:18][C:19]([O-:21])=[O:20])[O:13][CH:14]=1, predict the reactants needed to synthesize it. The reactants are: [OH-].[Na+:2].[OH:3][C:4]1[CH:9]=[CH:8][CH:7]=[CH:6][C:5]=1[C:10]1[N:11]=[C:12]([CH2:15][CH2:16][CH2:17][CH2:18][C:19]([OH:21])=[O:20])[O:13][CH:14]=1. (4) Given the product [C:1]([C:5]1[CH:6]=[CH:7][C:8]([N:11]2[C:15]([OH:16])=[C:14]([CH:25]=[O:26])[C:13]([CH3:17])=[N:12]2)=[CH:9][CH:10]=1)([CH3:4])([CH3:3])[CH3:2], predict the reactants needed to synthesize it. The reactants are: [C:1]([C:5]1[CH:10]=[CH:9][C:8]([N:11]2[C:15]([OH:16])=[CH:14][C:13]([CH3:17])=[N:12]2)=[CH:7][CH:6]=1)([CH3:4])([CH3:3])[CH3:2].P(Cl)(Cl)(Cl)=O.CN(C)[CH:25]=[O:26]. (5) Given the product [N+:9]([C:4]1[CH:3]=[C:2]([B:12]2[O:16][C:15]([CH3:18])([CH3:17])[C:14]([CH3:20])([CH3:19])[O:13]2)[CH:8]=[CH:7][C:5]=1[NH2:6])([O-:11])=[O:10], predict the reactants needed to synthesize it. The reactants are: Br[C:2]1[CH:8]=[CH:7][C:5]([NH2:6])=[C:4]([N+:9]([O-:11])=[O:10])[CH:3]=1.[B:12]1([B:12]2[O:16][C:15]([CH3:18])([CH3:17])[C:14]([CH3:20])([CH3:19])[O:13]2)[O:16][C:15]([CH3:18])([CH3:17])[C:14]([CH3:20])([CH3:19])[O:13]1.C([O-])(=O)C.[K+].C(OCC)(=O)C.CCCCCC. (6) Given the product [F:15][C:16]1[CH:21]=[C:20]([F:22])[CH:19]=[CH:18][C:17]=1[C:23]([OH:24])([CH2:26][N:27]1[CH:31]=[N:30][CH:29]=[N:28]1)[CH2:25][N:9]1[C:10]2[C:6](=[CH:5][C:4]([N+:1]([O-:3])=[O:2])=[CH:12][CH:11]=2)[CH:7]=[N:8]1, predict the reactants needed to synthesize it. The reactants are: [N+:1]([C:4]1[CH:5]=[C:6]2[C:10](=[CH:11][CH:12]=1)[NH:9][N:8]=[CH:7]2)([O-:3])=[O:2].[H-].[Na+].[F:15][C:16]1[CH:21]=[C:20]([F:22])[CH:19]=[CH:18][C:17]=1[C:23]1([CH2:26][N:27]2[CH:31]=[N:30][CH:29]=[N:28]2)[CH2:25][O:24]1.O. (7) Given the product [C:57]12([NH:62][C:30]([C:29]3[CH:33]=[C:25]([C:23]4[CH:24]=[C:19]5[C:18]([C:43]([NH:44][CH3:45])=[O:46])=[C:17]([C:14]6[CH:15]=[CH:16][C:11]([F:10])=[CH:12][CH:13]=6)[O:42][C:20]5=[N:21][C:22]=4[CH2:36][CH2:37][C:38]([F:41])([F:40])[F:39])[CH:26]=[N:27][C:28]=3[O:34][CH3:35])=[O:31])[CH2:60][CH:59]([CH2:58]1)[CH2:56]2, predict the reactants needed to synthesize it. The reactants are: C(N(C(C)C)C(C)C)C.[F:10][C:11]1[CH:16]=[CH:15][C:14]([C:17]2[O:42][C:20]3=[N:21][C:22]([CH2:36][CH2:37][C:38]([F:41])([F:40])[F:39])=[C:23]([C:25]4[CH:26]=[N:27][C:28]([O:34][CH3:35])=[C:29]([CH:33]=4)[C:30](O)=[O:31])[CH:24]=[C:19]3[C:18]=2[C:43](=[O:46])[NH:44][CH3:45])=[CH:13][CH:12]=1.CN(C(ON1N=[N:62][C:57]2[CH:58]=[CH:59][CH:60]=N[C:56]1=2)=[N+](C)C)C.F[P-](F)(F)(F)(F)F.Cl.C12(N)CC(C1)C2.